Task: Predict the product of the given reaction.. Dataset: Forward reaction prediction with 1.9M reactions from USPTO patents (1976-2016) (1) Given the reactants C[Si]([N-][Si](C)(C)C)(C)C.[Li+].[C:11]([S:15][C:16]1[C:17]2[S:24][CH:23]=[C:22]([C:25]3[CH2:29][CH2:28][C:27](=[O:30])[CH:26]=3)[C:18]=2[N:19]=[CH:20][N:21]=1)([CH3:14])([CH3:13])[CH3:12].[OH:31][CH2:32]N1C2C=CC=CC=2N=N1, predict the reaction product. The product is: [C:11]([S:15][C:16]1[C:17]2[S:24][CH:23]=[C:22]([C:25]3[CH2:29][CH:28]([CH2:32][OH:31])[C:27](=[O:30])[CH:26]=3)[C:18]=2[N:19]=[CH:20][N:21]=1)([CH3:14])([CH3:12])[CH3:13]. (2) Given the reactants [Cl:1][C:2]1[CH:3]=[C:4]([N:19]2[C:24](=[O:25])[NH:23][C:22](=[O:26])[CH:21]=[N:20]2)[CH:5]=[C:6]([Cl:18])[C:7]=1[O:8][C:9]1[CH:14]=[CH:13][C:12]([O:15][CH3:16])=[C:11]([NH2:17])[CH:10]=1.[F:27][C:28]1[CH:33]=[CH:32][C:31]([S:34](Cl)(=[O:36])=[O:35])=[CH:30][CH:29]=1.O, predict the reaction product. The product is: [Cl:18][C:6]1[CH:5]=[C:4]([N:19]2[C:24](=[O:25])[NH:23][C:22](=[O:26])[CH:21]=[N:20]2)[CH:3]=[C:2]([Cl:1])[C:7]=1[O:8][C:9]1[CH:14]=[CH:13][C:12]([O:15][CH3:16])=[C:11]([NH:17][S:34]([C:31]2[CH:32]=[CH:33][C:28]([F:27])=[CH:29][CH:30]=2)(=[O:36])=[O:35])[CH:10]=1. (3) Given the reactants [CH2:1]([C:7]([OH:9])=[O:8])[C@@H:2]([OH:6])[C:3]([OH:5])=[O:4].CO[C:12](OC)([CH3:14])[CH3:13].C1(C)C=CC(S(O)(=O)=O)=CC=1, predict the reaction product. The product is: [CH3:13][C:12]1([CH3:14])[O:6][C@H:2]([CH2:1][C:7]([OH:9])=[O:8])[C:3](=[O:5])[O:4]1. (4) Given the reactants [NH2:1][C:2]1[S:3][CH:4]=[C:5]([CH3:11])[C:6]=1[S:7]([NH2:10])(=[O:9])=[O:8].[CH:12](OC)(OC)OC, predict the reaction product. The product is: [CH3:11][C:5]1[C:6]2[S:7](=[O:8])(=[O:9])[N:10]=[CH:12][NH:1][C:2]=2[S:3][CH:4]=1. (5) Given the reactants [CH3:1][N:2]([CH3:12])[C:3]1[CH:8]=[CH:7][C:6]([CH2:9][CH2:10][OH:11])=[CH:5][CH:4]=1.[CH:13]1[CH:18]=[C:17]([CH2:19][C:20](O)=[O:21])[C:16]([NH:23][C:24]2[C:29]([Cl:30])=[CH:28][CH:27]=[CH:26][C:25]=2[Cl:31])=[CH:15][CH:14]=1.C1(N=C=NC2CCCCC2)CCCCC1.[NH4+].[Cl-], predict the reaction product. The product is: [Cl:30][C:29]1[CH:28]=[CH:27][CH:26]=[C:25]([Cl:31])[C:24]=1[NH:23][C:16]1[CH:15]=[CH:14][CH:13]=[CH:18][C:17]=1[CH2:19][C:20]([O:11][CH2:10][CH2:9][C:6]1[CH:7]=[CH:8][C:3]([N:2]([CH3:1])[CH3:12])=[CH:4][CH:5]=1)=[O:21].